From a dataset of Full USPTO retrosynthesis dataset with 1.9M reactions from patents (1976-2016). Predict the reactants needed to synthesize the given product. (1) Given the product [S:41]([C:44]1[CH:50]=[CH:49][C:47]([CH3:48])=[CH:46][CH:45]=1)([O-:51])(=[O:43])=[O:42].[NH2:52][N+:10]1[C:11]2[C:16](=[CH:15][C:14]([N:29]3[CH2:30][CH2:31][N:32]([C:35](=[O:37])[CH3:36])[CH2:33][CH2:34]3)=[CH:13][CH:12]=2)[C:17]([NH:21][CH2:22][C:23]2[CH:24]=[CH:25][CH:26]=[CH:27][CH:28]=2)=[C:18]([C:19]#[N:20])[C:9]=1[NH:8][C:6](=[O:7])[C:5]1[CH:38]=[CH:39][CH:40]=[C:3]([O:2][CH3:1])[CH:4]=1, predict the reactants needed to synthesize it. The reactants are: [CH3:1][O:2][C:3]1[CH:4]=[C:5]([CH:38]=[CH:39][CH:40]=1)[C:6]([NH:8][C:9]1[C:18]([C:19]#[N:20])=[C:17]([NH:21][CH2:22][C:23]2[CH:28]=[CH:27][CH:26]=[CH:25][CH:24]=2)[C:16]2[C:11](=[CH:12][CH:13]=[C:14]([N:29]3[CH2:34][CH2:33][N:32]([C:35](=[O:37])[CH3:36])[CH2:31][CH2:30]3)[CH:15]=2)[N:10]=1)=[O:7].[S:41]([O:51][NH2:52])([C:44]1[CH:50]=[CH:49][C:47]([CH3:48])=[CH:46][CH:45]=1)(=[O:43])=[O:42]. (2) Given the product [Cl:12][C:5]1[CH:4]=[CH:3][C:2]([NH:1][CH:14]([CH3:16])[CH3:13])=[CH:7][C:6]=1[C:8]([F:9])([F:10])[F:11], predict the reactants needed to synthesize it. The reactants are: [NH2:1][C:2]1[CH:3]=[CH:4][C:5]([Cl:12])=[C:6]([C:8]([F:11])([F:10])[F:9])[CH:7]=1.[CH3:13][C:14]([CH3:16])=O.C([BH3-])#N.[Na+]. (3) Given the product [CH3:1][O:2][C:3]1[CH:4]=[CH:5][C:6]([C:9]2[C:17]3[C:12](=[CH:13][CH:14]=[C:15]([C:18]([NH2:19])=[O:20])[CH:16]=3)[NH:11][N:10]=2)=[CH:7][CH:8]=1, predict the reactants needed to synthesize it. The reactants are: [CH3:1][O:2][C:3]1[CH:8]=[CH:7][C:6]([C:9]2[C:17]3[C:12](=[CH:13][CH:14]=[C:15]([C:18]#[N:19])[CH:16]=3)[NH:11][N:10]=2)=[CH:5][CH:4]=1.[OH:20]O.[OH-].[Na+].Cl. (4) The reactants are: [NH:1]1[CH2:6][CH2:5][CH:4]([C:7]([OH:9])=[O:8])[CH2:3][CH2:2]1.[OH-].[Na+].[C:12]([O:16][C:17](O[C:17]([O:16][C:12]([CH3:15])([CH3:14])[CH3:13])=[O:18])=[O:18])([CH3:15])([CH3:14])[CH3:13]. Given the product [C:12]([O:16][C:17]([N:1]1[CH2:6][CH2:5][CH:4]([C:7]([OH:9])=[O:8])[CH2:3][CH2:2]1)=[O:18])([CH3:15])([CH3:14])[CH3:13], predict the reactants needed to synthesize it. (5) Given the product [CH:22]1([CH2:21][CH:16]([C:11]2[C:12]([CH3:15])=[CH:13][CH:14]=[C:9]([OH:8])[C:10]=2[C:25]2[CH:26]=[CH:27][C:28]3[O:33][CH2:32][CH2:31][CH2:30][C:29]=3[CH:34]=2)[C:17]([O:19][CH3:20])=[O:18])[CH2:23][CH2:24]1, predict the reactants needed to synthesize it. The reactants are: C([O:8][C:9]1[C:10]([C:25]2[CH:26]=[CH:27][C:28]3[O:33][CH2:32][CH2:31][CH2:30][C:29]=3[CH:34]=2)=[C:11]([CH:16]([CH2:21][CH:22]2[CH2:24][CH2:23]2)[C:17]([O:19][CH3:20])=[O:18])[C:12]([CH3:15])=[CH:13][CH:14]=1)C1C=CC=CC=1.C([O-])=O.[NH4+]. (6) Given the product [NH2:1][C:2]1[CH:7]=[CH:6][C:5]([O:8][C:17]2[CH:22]=[CH:21][N:20]=[C:19]3[CH:23]=[C:24]([C:26]4[N:31]=[CH:30][C:29]([CH2:32][N:33]([CH2:41][CH2:42][O:43][CH3:44])[C:34](=[O:40])[O:35][C:36]([CH3:37])([CH3:38])[CH3:39])=[CH:28][CH:27]=4)[S:25][C:18]=23)=[C:4]([F:9])[CH:3]=1, predict the reactants needed to synthesize it. The reactants are: [NH2:1][C:2]1[CH:7]=[CH:6][C:5]([OH:8])=[C:4]([F:9])[CH:3]=1.CC(C)([O-])C.[K+].Cl[C:17]1[CH:22]=[CH:21][N:20]=[C:19]2[CH:23]=[C:24]([C:26]3[N:31]=[CH:30][C:29]([CH2:32][N:33]([CH2:41][CH2:42][O:43][CH3:44])[C:34](=[O:40])[O:35][C:36]([CH3:39])([CH3:38])[CH3:37])=[CH:28][CH:27]=3)[S:25][C:18]=12. (7) Given the product [F:20][C:17]1[CH:16]=[CH:15][C:14]([C:8]2[NH:26][C:31](=[O:41])[C:5]3[C:4]([CH3:21])=[N:3][N:2]([CH3:1])[C:6]=3[CH:7]=2)=[CH:19][CH:18]=1, predict the reactants needed to synthesize it. The reactants are: [CH3:1][N:2]1[C:6]([CH:7]=[C:8]([C:14]2[CH:19]=[CH:18][C:17]([F:20])=[CH:16][CH:15]=2)C(N=[N+]=[N-])=O)=[CH:5][C:4]([CH3:21])=[N:3]1.C([N:26]([CH2:31]CCC)CCCC)CCC.C1([O:41]C2C=CC=CC=2)C=CC=CC=1.